This data is from Peptide-MHC class I binding affinity with 185,985 pairs from IEDB/IMGT. The task is: Regression. Given a peptide amino acid sequence and an MHC pseudo amino acid sequence, predict their binding affinity value. This is MHC class I binding data. (1) The peptide sequence is IVAWTRTAT. The MHC is HLA-B40:01 with pseudo-sequence HLA-B40:01. The binding affinity (normalized) is 0.0847. (2) The peptide sequence is SEVALNVTESF. The MHC is Mamu-B01 with pseudo-sequence Mamu-B01. The binding affinity (normalized) is 0.